Dataset: NCI-60 drug combinations with 297,098 pairs across 59 cell lines. Task: Regression. Given two drug SMILES strings and cell line genomic features, predict the synergy score measuring deviation from expected non-interaction effect. Drug 1: C1=NC2=C(N1)C(=S)N=C(N2)N. Drug 2: CC(C1=C(C=CC(=C1Cl)F)Cl)OC2=C(N=CC(=C2)C3=CN(N=C3)C4CCNCC4)N. Cell line: MOLT-4. Synergy scores: CSS=40.8, Synergy_ZIP=-5.71, Synergy_Bliss=-10.0, Synergy_Loewe=-12.6, Synergy_HSA=-9.74.